Dataset: Full USPTO retrosynthesis dataset with 1.9M reactions from patents (1976-2016). Task: Predict the reactants needed to synthesize the given product. (1) Given the product [O:1]([C:2]([C:5]1[N:9]2[CH:10]=[CH:11][C:12]([C:14]#[N:15])=[CH:13][C:8]2=[N:7][C:6]=1[C:16]([F:18])([F:19])[F:17])([CH3:4])[CH3:3])[C:20]1[CH:25]=[CH:24][CH:23]=[CH:22][CH:21]=1, predict the reactants needed to synthesize it. The reactants are: [OH:1][C:2]([C:5]1[N:9]2[CH:10]=[CH:11][C:12]([C:14]#[N:15])=[CH:13][C:8]2=[N:7][C:6]=1[C:16]([F:19])([F:18])[F:17])([CH3:4])[CH3:3].[C:20]1(O)[CH:25]=[CH:24][CH:23]=[CH:22][CH:21]=1.C1(P(=O)(C2C=CC=CC=2)C2C=CC=CC=2)C=CC=CC=1.N(C(OCC)=O)=NC(OCC)=O. (2) Given the product [CH3:32][O:31][C:29]([NH:2][C@H:3]1[CH2:7][CH2:6][N:5]([C:8]2[CH:13]=[CH:12][C:11]([N:14]3[CH2:18][C@H:17]([CH2:19][O:20][C:21]4[CH:25]=[CH:24][O:23][N:22]=4)[O:16][C:15]3=[O:26])=[CH:10][C:9]=2[F:27])[CH2:4]1)=[O:30], predict the reactants needed to synthesize it. The reactants are: Cl.[NH2:2][C@H:3]1[CH2:7][CH2:6][N:5]([C:8]2[CH:13]=[CH:12][C:11]([N:14]3[CH2:18][C@H:17]([CH2:19][O:20][C:21]4[CH:25]=[CH:24][O:23][N:22]=4)[O:16][C:15]3=[O:26])=[CH:10][C:9]=2[F:27])[CH2:4]1.Cl[C:29]([O:31][CH3:32])=[O:30].CCCC(C)C. (3) Given the product [NH2:1][C:2]1[C:11]2[C:6](=[C:7]([C:22]3[CH:23]=[C:24]([CH3:27])[CH:25]=[CH:26][C:21]=3[O:20][CH3:19])[CH:8]=[CH:9][CH:10]=2)[N:5]=[N:4][C:3]=1[C:13]([NH:15][CH2:16][CH2:17][CH3:18])=[O:14], predict the reactants needed to synthesize it. The reactants are: [NH2:1][C:2]1[C:11]2[C:6](=[C:7](Br)[CH:8]=[CH:9][CH:10]=2)[N:5]=[N:4][C:3]=1[C:13]([NH:15][CH2:16][CH2:17][CH3:18])=[O:14].[CH3:19][O:20][C:21]1[CH:26]=[CH:25][C:24]([CH3:27])=[CH:23][C:22]=1B(O)O.